This data is from Human liver microsome stability data. The task is: Regression/Classification. Given a drug SMILES string, predict its absorption, distribution, metabolism, or excretion properties. Task type varies by dataset: regression for continuous measurements (e.g., permeability, clearance, half-life) or binary classification for categorical outcomes (e.g., BBB penetration, CYP inhibition). Dataset: hlm. The compound is CCn1nnc2c(N3CCOCC3)nc(-c3ccc(NC(=O)Nc4ccc(C(=O)NCCCN(C)C)cc4)cc3)nc21. The result is 1 (stable in human liver microsomes).